From a dataset of Full USPTO retrosynthesis dataset with 1.9M reactions from patents (1976-2016). Predict the reactants needed to synthesize the given product. (1) Given the product [F:1][C:2]1([F:17])[CH2:5][C:4]([CH3:16])([C:6]([OH:8])=[O:7])[CH2:3]1, predict the reactants needed to synthesize it. The reactants are: [F:1][C:2]1([F:17])[CH2:5][C:4]([CH3:16])([C:6]([O:8]CC2C=CC=CC=2)=[O:7])[CH2:3]1.[OH-].[Na+]. (2) Given the product [Cl:1][C:2]1[CH:3]=[C:4]([CH:13]=[CH:14][C:15]=1[F:16])[CH2:5][NH:6][C:7]1[S:8][C:9](=[CH:22][C:24]2[N:25]=[C:26]3[C:31](=[CH:32][CH:33]=2)[N:30]=[CH:29][C:28]([C:34]#[N:35])=[CH:27]3)[C:10](=[O:12])[N:11]=1, predict the reactants needed to synthesize it. The reactants are: [Cl:1][C:2]1[CH:3]=[C:4]([CH:13]=[CH:14][C:15]=1[F:16])[CH2:5][NH:6][C:7]1[S:8][CH2:9][C:10](=[O:12])[N:11]=1.C(O[Na])(C)=O.[CH:22]([C:24]1[N:25]=[C:26]2[C:31](=[CH:32][CH:33]=1)[N:30]=[CH:29][C:28]([C:34]#[N:35])=[CH:27]2)=O. (3) Given the product [N:20]([CH2:2][C:3]1[CH:4]=[CH:5][C:6]2[N:7]=[C:8]([Cl:19])[N:9]=[C:10]([N:13]3[CH2:18][CH2:17][O:16][CH2:15][CH2:14]3)[C:11]=2[N:12]=1)=[N+:21]=[N-:22], predict the reactants needed to synthesize it. The reactants are: Br[CH2:2][C:3]1[CH:4]=[CH:5][C:6]2[N:7]=[C:8]([Cl:19])[N:9]=[C:10]([N:13]3[CH2:18][CH2:17][O:16][CH2:15][CH2:14]3)[C:11]=2[N:12]=1.[N-:20]=[N+:21]=[N-:22].[Na+]. (4) Given the product [Cl:2][C:3]1[C:8]([O:9][CH2:13][CH:14]2[CH2:16][O:15]2)=[CH:7][CH:6]=[CH:5][N:4]=1, predict the reactants needed to synthesize it. The reactants are: Cl.[Cl:2][C:3]1[C:8]([OH:9])=[CH:7][CH:6]=[CH:5][N:4]=1.[H-].[Na+].Cl[CH2:13][CH:14]1[CH2:16][O:15]1.O. (5) Given the product [C:1]([O:5][C:6]([N:8]1[CH2:9][CH2:10][CH:11]([CH2:14][O:15][C:16]2[CH:21]=[CH:20][CH:19]=[CH:18][C:17]=2[NH:22][C:25]([NH:24][CH3:23])=[O:26])[CH2:12][CH2:13]1)=[O:7])([CH3:4])([CH3:2])[CH3:3], predict the reactants needed to synthesize it. The reactants are: [C:1]([O:5][C:6]([N:8]1[CH2:13][CH2:12][CH:11]([CH2:14][O:15][C:16]2[CH:21]=[CH:20][CH:19]=[CH:18][C:17]=2[NH2:22])[CH2:10][CH2:9]1)=[O:7])([CH3:4])([CH3:3])[CH3:2].[CH3:23][N:24]=[C:25]=[O:26].O.N.C(OCC)(=O)C.